This data is from Forward reaction prediction with 1.9M reactions from USPTO patents (1976-2016). The task is: Predict the product of the given reaction. (1) Given the reactants I[C:2]1[CH:3]=[C:4]([CH:22]=[CH:23][CH:24]=1)[CH2:5][N:6]1[C:10]2=[N:11][C:12]([NH:15][C:16]3[CH:17]=[N:18][N:19]([CH3:21])[CH:20]=3)=[N:13][CH:14]=[C:9]2[CH:8]=[N:7]1.[NH:25]1[CH2:30][CH2:29][O:28][CH2:27][C:26]1=[O:31].P([O-])([O-])([O-])=O.[K+].[K+].[K+].CNCCNC, predict the reaction product. The product is: [CH3:21][N:19]1[CH:20]=[C:16]([NH:15][C:12]2[N:11]=[C:10]3[N:6]([CH2:5][C:4]4[CH:3]=[C:2]([N:25]5[CH2:30][CH2:29][O:28][CH2:27][C:26]5=[O:31])[CH:24]=[CH:23][CH:22]=4)[N:7]=[CH:8][C:9]3=[CH:14][N:13]=2)[CH:17]=[N:18]1. (2) Given the reactants [CH2:1]([C:4]1[CH:5]=[C:6]([O:21][CH2:22][C:23]2[CH:28]=[CH:27][CH:26]=[CH:25][CH:24]=2)[C:7]([O:13][CH2:14][C:15]2[CH:20]=[CH:19][CH:18]=[CH:17][CH:16]=2)=[C:8]([CH:12]=1)[C:9]([OH:11])=[O:10])[CH:2]=[CH2:3], predict the reaction product. The product is: [CH2:14]([O:13][C:7]1[C:6]([O:21][CH2:22][C:23]2[CH:28]=[CH:27][CH:26]=[CH:25][CH:24]=2)=[CH:5][C:4](/[CH:1]=[CH:2]/[CH3:3])=[CH:12][C:8]=1[C:9]([OH:11])=[O:10])[C:15]1[CH:16]=[CH:17][CH:18]=[CH:19][CH:20]=1. (3) Given the reactants O[CH:2]([C:7]1[C:8](=[O:12])[CH2:9][CH2:10][CH:11]=1)[CH2:3][CH2:4][CH2:5][CH3:6].[C:13]([OH:19])(=[O:18])[C:14](C)(C)C.[CH3:20]C(C)(C)C([O-])([O-])[O-], predict the reaction product. The product is: [O:12]=[C:8]1[CH2:9][CH2:10][CH:11]([CH2:14][C:13]([O:19][CH3:20])=[O:18])[C:7]1=[CH:2][CH2:3][CH2:4][CH2:5][CH3:6]. (4) Given the reactants [OH-].[Li+].[CH3:3][O:4][C:5]1[CH:6]=[C:7]([CH:10]=[CH:11][C:12]=1[N:13]1[CH:17]=[C:16]([CH3:18])[N:15]=[CH:14]1)[CH:8]=O.C(OP([CH:27]1[CH2:35][CH2:34][C@@H:33]2[N:29]([C@H:30]([C:36]3[CH:41]=[CH:40][CH:39]=[C:38]([F:42])[CH:37]=3)[CH2:31][CH2:32]2)[C:28]1=[O:43])(=O)OCC)C.C(O)C, predict the reaction product. The product is: [F:42][C:38]1[CH:37]=[C:36]([C@H:30]2[N:29]3[C@@H:33]([CH2:34][CH2:35]/[C:27](=[CH:8]\[C:7]4[CH:10]=[CH:11][C:12]([N:13]5[CH:17]=[C:16]([CH3:18])[N:15]=[CH:14]5)=[C:5]([O:4][CH3:3])[CH:6]=4)/[C:28]3=[O:43])[CH2:32][CH2:31]2)[CH:41]=[CH:40][CH:39]=1.